The task is: Predict the product of the given reaction.. This data is from Forward reaction prediction with 1.9M reactions from USPTO patents (1976-2016). (1) Given the reactants [CH3:1][O:2][C:3]1[CH:4]=[C:5]([CH2:9][NH:10][CH3:11])[CH:6]=[CH:7][CH:8]=1.[Cl:12][C:13]1[CH:14]=[C:15]([CH:20]=[CH:21][C:22]=1[Cl:23])[C:16](=[O:19])[CH2:17]Br, predict the reaction product. The product is: [Cl:12][C:13]1[CH:14]=[C:15]([C:16](=[O:19])[CH2:17][N:10]([CH2:9][C:5]2[CH:6]=[CH:7][CH:8]=[C:3]([O:2][CH3:1])[CH:4]=2)[CH3:11])[CH:20]=[CH:21][C:22]=1[Cl:23]. (2) Given the reactants [NH2:1][C:2]1[CH:3]=[C:4]([CH:8]=[CH:9][CH:10]=1)[C:5]([OH:7])=[O:6].[CH3:11][C:12]1[CH:13]=[C:14]([C:19]2[CH:24]=[CH:23][CH:22]=[C:21]([C:25]3[NH:26][C:27]4[CH:37]=[CH:36][C:35]5[C:30](=[C:31]([OH:42])[CH:32]=[C:33]([S:38](Cl)(=[O:40])=[O:39])[CH:34]=5)[C:28]=4[N:29]=3)[CH:20]=2)[CH:15]=[CH:16][C:17]=1[CH3:18].Cl, predict the reaction product. The product is: [CH3:11][C:12]1[CH:13]=[C:14]([C:19]2[CH:24]=[CH:23][CH:22]=[C:21]([C:25]3[NH:26][C:27]4[CH:37]=[CH:36][C:35]5[C:30](=[C:31]([OH:42])[CH:32]=[C:33]([S:38]([NH:1][C:2]6[CH:3]=[C:4]([CH:8]=[CH:9][CH:10]=6)[C:5]([OH:7])=[O:6])(=[O:40])=[O:39])[CH:34]=5)[C:28]=4[N:29]=3)[CH:20]=2)[CH:15]=[CH:16][C:17]=1[CH3:18]. (3) Given the reactants [F:1][C:2]([F:14])([C:10]([F:13])([F:12])[F:11])[CH:3]=[C:4](I)[CH2:5][CH2:6][CH2:7][OH:8], predict the reaction product. The product is: [F:1][C:2]([F:14])([C:10]([F:11])([F:12])[F:13])[CH2:3][CH2:4][CH2:5][CH2:6][CH2:7][OH:8]. (4) Given the reactants CO[C:3](=[O:16])[CH2:4][CH2:5][CH2:6][CH2:7][CH2:8][CH2:9][C:10](=[O:15])[C:11]([F:14])([F:13])[F:12].O[Li].O.Cl.C(Cl)CCl.[NH2:25][C:26]1[CH:31]=[CH:30][CH:29]=[CH:28][CH:27]=1, predict the reaction product. The product is: [C:26]1([NH:25][C:3](=[O:16])[CH2:4][CH2:5][CH2:6][CH2:7][CH2:8][CH2:9][C:10](=[O:15])[C:11]([F:12])([F:13])[F:14])[CH:31]=[CH:30][CH:29]=[CH:28][CH:27]=1. (5) Given the reactants [OH-].[Na+].[CH2:3]([O:10][C:11]1[CH:20]=[C:19]([I:21])[CH:18]=[CH:17][C:12]=1[C:13]([O:15]C)=[O:14])[C:4]1[CH:9]=[CH:8][CH:7]=[CH:6][CH:5]=1, predict the reaction product. The product is: [CH2:3]([O:10][C:11]1[CH:20]=[C:19]([I:21])[CH:18]=[CH:17][C:12]=1[C:13]([OH:15])=[O:14])[C:4]1[CH:5]=[CH:6][CH:7]=[CH:8][CH:9]=1. (6) Given the reactants [NH:1]([C:3]([C:5]1[NH:6][C:7]2[C:12]([CH:13]=1)=[CH:11][CH:10]=[CH:9][C:8]=2[N:14]([CH3:23])[S:15]([C:18]1[S:19][CH:20]=[CH:21][CH:22]=1)(=[O:17])=[O:16])=[O:4])[NH2:2].Cl[C:25](=[O:32])[CH2:26][C:27]([O:29][CH2:30][CH3:31])=[O:28].O, predict the reaction product. The product is: [CH3:23][N:14]([S:15]([C:18]1[S:19][CH:20]=[CH:21][CH:22]=1)(=[O:17])=[O:16])[C:8]1[CH:9]=[CH:10][CH:11]=[C:12]2[C:7]=1[NH:6][C:5]([C:3]([NH:1][NH:2][C:25](=[O:32])[CH2:26][C:27]([O:29][CH2:30][CH3:31])=[O:28])=[O:4])=[CH:13]2. (7) Given the reactants [OH:1][C:2]1[CH:7]=[CH:6][C:5]([C:8]2[C:9]([CH2:21][NH:22][C:23]3[CH:28]=[CH:27][CH:26]=[CH:25][C:24]=3[O:29][CH3:30])=[C:10]3[C:15](=[CH:16][CH:17]=2)[NH:14][C:13]([CH3:19])([CH3:18])[CH:12]=[C:11]3[CH3:20])=[C:4]([O:31][CH3:32])[CH:3]=1.C(N(CC)CC)C.[CH2:40]([S:43](Cl)(=[O:45])=[O:44])[CH2:41][CH3:42], predict the reaction product. The product is: [CH3:30][O:29][C:24]1[CH:25]=[CH:26][CH:27]=[CH:28][C:23]=1[NH:22][CH2:21][C:9]1[C:8]([C:5]2[CH:6]=[CH:7][C:2]([O:1][S:43]([CH2:40][CH2:41][CH3:42])(=[O:45])=[O:44])=[CH:3][C:4]=2[O:31][CH3:32])=[CH:17][CH:16]=[C:15]2[C:10]=1[C:11]([CH3:20])=[CH:12][C:13]([CH3:19])([CH3:18])[NH:14]2. (8) Given the reactants [Br:1][CH2:2][CH2:3][CH2:4][CH2:5][CH2:6]Br.[S:8]([O-:11])([O-:10])=[O:9].[Na+:12].[Na+].C(O)C.BrCCS([O-])(=O)=O.[Na+], predict the reaction product. The product is: [Br:1][CH2:2][CH2:3][CH2:4][CH2:5][CH2:6][S:8]([O-:11])(=[O:10])=[O:9].[Na+:12]. (9) Given the reactants Cl[C:2]1[CH:3]=[C:4]([NH:8][C:9]([NH:11][C:12]2[CH:17]=[CH:16][C:15]([C:18]3[CH:23]=[CH:22][C:21]([C:24]([C@@H:26]4[CH2:30][CH2:29][CH2:28][C@H:27]4[C:31]([OH:34])([CH3:33])[CH3:32])=[O:25])=[CH:20][CH:19]=3)=[CH:14][CH:13]=2)=[O:10])[CH:5]=[CH:6][CH:7]=1.ClC1C=C(N=C=O)C=CC=1, predict the reaction product. The product is: [OH:34][C:31]([C@@H:27]1[CH2:28][CH2:29][CH2:30][C@H:26]1[C:24]([C:21]1[CH:22]=[CH:23][C:18]([C:15]2[CH:14]=[CH:13][C:12]([NH:11][C:9]([NH:8][C:4]3[CH:5]=[CH:6][CH:7]=[CH:2][CH:3]=3)=[O:10])=[CH:17][CH:16]=2)=[CH:19][CH:20]=1)=[O:25])([CH3:32])[CH3:33]. (10) Given the reactants [Br:1][C:2]1[CH:3]=[C:4]([CH2:9]O)[CH:5]=[C:6]([F:8])[CH:7]=1.C1(P(C2C=CC=CC=2)C2C=CC=CC=2)C=CC=CC=1.[Br:30]N1C(=O)CCC1=O, predict the reaction product. The product is: [Br:1][C:2]1[CH:7]=[C:6]([F:8])[CH:5]=[C:4]([CH2:9][Br:30])[CH:3]=1.